This data is from Forward reaction prediction with 1.9M reactions from USPTO patents (1976-2016). The task is: Predict the product of the given reaction. (1) Given the reactants [Cl:1][C:2]1[CH:7]=[CH:6][CH:5]=[CH:4][C:3]=1[C:8]1[O:12][C:11]([CH:13]=O)=[CH:10][CH:9]=1.[S:15]1[CH2:19][C:18](=[O:20])[NH:17][C:16]1=[O:21], predict the reaction product. The product is: [Cl:1][C:2]1[CH:7]=[CH:6][CH:5]=[CH:4][C:3]=1[C:8]1[O:12][C:11](/[CH:13]=[C:19]2/[C:18](=[O:20])[NH:17][C:16](=[O:21])[S:15]/2)=[CH:10][CH:9]=1. (2) Given the reactants [F:1][C:2]1[CH:7]=[C:6]([N+:8]([O-:10])=[O:9])[CH:5]=[C:4](I)[CH:3]=1.[CH3:12][S:13]([O-:15])=[O:14].[Na+].C(OCC)(=O)C.O, predict the reaction product. The product is: [F:1][C:2]1[CH:7]=[C:6]([N+:8]([O-:10])=[O:9])[CH:5]=[C:4]([S:13]([CH3:12])(=[O:15])=[O:14])[CH:3]=1. (3) Given the reactants [C:1]([C:3]1[N:4]([CH3:8])[CH:5]=[CH:6][CH:7]=1)#[N:2].[N+:9]([O-])([OH:11])=[O:10].[OH-].[Na+], predict the reaction product. The product is: [N+:9]([C:6]1[CH:7]=[C:3]([C:1]#[N:2])[N:4]([CH3:8])[CH:5]=1)([O-:11])=[O:10]. (4) Given the reactants [Cl:1][C:2]1[CH:7]=[CH:6][C:5]([C:8]2(O)[CH2:11][CH:10]([C:12]([OH:14])=[O:13])[CH2:9]2)=[CH:4][CH:3]=1.[C:16](#[N:23])[C:17]1[CH:22]=[CH:21][CH:20]=[CH:19][CH:18]=1.O.[O-:25]S(C(F)(F)F)(=O)=O.[Bi+3].[O-]S(C(F)(F)F)(=O)=O.[O-]S(C(F)(F)F)(=O)=O, predict the reaction product. The product is: [C:16]([NH:23][C:8]1([C:5]2[CH:6]=[CH:7][C:2]([Cl:1])=[CH:3][CH:4]=2)[CH2:11][CH:10]([C:12]([OH:14])=[O:13])[CH2:9]1)(=[O:25])[C:17]1[CH:22]=[CH:21][CH:20]=[CH:19][CH:18]=1. (5) Given the reactants [N+:1]([C:4]1[CH:14]=[CH:13][C:7]2[CH2:8][CH2:9][NH:10][CH2:11][CH2:12][C:6]=2[CH:5]=1)([O-:3])=[O:2].[O:15](C(OC(C)(C)C)=O)[C:16]([O:18][C:19]([CH3:22])([CH3:21])[CH3:20])=O, predict the reaction product. The product is: [N+:1]([C:4]1[CH:14]=[CH:13][C:7]2[CH2:8][CH2:9][N:10]([C:16]([O:18][C:19]([CH3:22])([CH3:21])[CH3:20])=[O:15])[CH2:11][CH2:12][C:6]=2[CH:5]=1)([O-:3])=[O:2]. (6) Given the reactants [N+:1]([C:4]1[CH:21]=[CH:20][C:7]([O:8][CH2:9][CH2:10][CH2:11][NH:12][C:13](=[O:19])[O:14][C:15]([CH3:18])([CH3:17])[CH3:16])=[CH:6][CH:5]=1)([O-])=O, predict the reaction product. The product is: [C:15]([O:14][C:13](=[O:19])[NH:12][CH2:11][CH2:10][CH2:9][O:8][C:7]1[CH:6]=[CH:5][C:4]([NH2:1])=[CH:21][CH:20]=1)([CH3:18])([CH3:16])[CH3:17]. (7) Given the reactants C(OC([N:8]1[CH2:13][C:12](=[O:14])[N:11]([CH3:15])[C:10](=[O:16])[CH2:9]1)=O)(C)(C)C.[ClH:17].O1CCOCC1.C(OCC)C, predict the reaction product. The product is: [ClH:17].[CH3:15][N:11]1[C:12](=[O:14])[CH2:13][NH:8][CH2:9][C:10]1=[O:16]. (8) Given the reactants Cl[C:2]1[CH:30]=[CH:29][C:5]([C:6]([NH:8][CH2:9][CH2:10][NH:11][C:12]([C:14]2[C:15]([C:25]([F:28])([F:27])[F:26])=[N:16][N:17]([C:19]3[CH:24]=[CH:23][CH:22]=[CH:21][CH:20]=3)[CH:18]=2)=[O:13])=[O:7])=[CH:4][N:3]=1.[S-:31][CH2:32][CH3:33].[Na+].C1COCC1, predict the reaction product. The product is: [CH2:32]([S:31][C:2]1[CH:30]=[CH:29][C:5]([C:6]([NH:8][CH2:9][CH2:10][NH:11][C:12]([C:14]2[C:15]([C:25]([F:28])([F:27])[F:26])=[N:16][N:17]([C:19]3[CH:24]=[CH:23][CH:22]=[CH:21][CH:20]=3)[CH:18]=2)=[O:13])=[O:7])=[CH:4][N:3]=1)[CH3:33]. (9) Given the reactants [NH2:1][C:2]1[N:6]([C:7]2[CH:12]=[CH:11][CH:10]=[C:9]([Cl:13])[C:8]=2[F:14])[N:5]=[CH:4][C:3]=1[C:15]([O:17]CC)=[O:16].[OH-].[Na+], predict the reaction product. The product is: [NH2:1][C:2]1[N:6]([C:7]2[CH:12]=[CH:11][CH:10]=[C:9]([Cl:13])[C:8]=2[F:14])[N:5]=[CH:4][C:3]=1[C:15]([OH:17])=[O:16].